From a dataset of Reaction yield outcomes from USPTO patents with 853,638 reactions. Predict the reaction yield, written as a fraction of the theoretical maximum amount of product (1.0 means a 100% yield; for example, 0.34 means a 34% yield). The reactants are C(=O)(O)[O-].[Na+].[NH2:6][C@@H:7]([CH2:11][C:12]([O:14][C:15]([CH3:18])([CH3:17])[CH3:16])=[O:13])[C:8]([OH:10])=[O:9].[CH3:19][O:20][C:21]1[CH:26]=[C:25]([CH3:27])[C:24]([S:28](Cl)(=[O:30])=[O:29])=[C:23]([CH3:32])[CH:22]=1. The catalyst is O1CCOCC1.O.O1CCOCC1. The product is [C:15]([O:14][C:12](=[O:13])[CH2:11][C@H:7]([NH:6][S:28]([C:24]1[C:25]([CH3:27])=[CH:26][C:21]([O:20][CH3:19])=[CH:22][C:23]=1[CH3:32])(=[O:30])=[O:29])[C:8]([OH:10])=[O:9])([CH3:18])([CH3:17])[CH3:16]. The yield is 0.450.